Dataset: Experimentally validated miRNA-target interactions with 360,000+ pairs, plus equal number of negative samples. Task: Binary Classification. Given a miRNA mature sequence and a target amino acid sequence, predict their likelihood of interaction. (1) Result: 0 (no interaction). The miRNA is rno-miR-21-5p with sequence UAGCUUAUCAGACUGAUGUUGA. The protein sequence of the target gene is MLEEGVLPSPGPALPQEENTGEEGMAAGLLTAGPRGSTFFSSVTVAFAQERWRCLVSTPRDRFKEGIPGKSRSLVLLGLPVSQPGMNSQLEQREGAWMLEGEDLRSPSPGWKIISGSPPEQALSEASFQDPCVEMPPGDSDHGTSDLEKSFNLRPVLSPQQRVPVEARPRKCETHTESFKNSEILKPHRAKPYACNECGKAFSYCSSLSQHQKSHTGEKPYECSECGKAFSQSSSLIQHQRIHTGEKPYKCSECGRAFSQNANLTKHQRTHTGEKPYRCSECEKAFSDCSALVQHQRIHT.... (2) The miRNA is hsa-miR-517-5p with sequence CCUCUAGAUGGAAGCACUGUCU. The protein sequence of the target gene is MKEKSKNAAKTRREKENGEFYELAKLLPLPSAITSQLDKASIIRLTTSYLKMRAVFPEGLGDAWGQPSRAGPLDGVAKELGSHLLQTLDGFVFVVASDGKIMYISETASVHLGLSQVELTGNSIYEYIHPSDHDEMTAVLTAHQPLHHHLLQEYEIERSFFLRMKCVLAKRNAGLTCSGYKVIHCSGYLKIRQYMLDMSLYDSCYQIVGLVAVGQSLPPSAITEIKLYSNMFMFRASLDLKLIFLDSRVTEVTGYEPQDLIEKTLYHHVHGCDVFHLRYAHHLLLVKGQVTTKYYRLLSK.... Result: 0 (no interaction). (3) The miRNA is hsa-miR-5191 with sequence AGGAUAGGAAGAAUGAAGUGCU. The protein sequence of the target gene is MAAVVENVVKLLGEQYYKDAMEQCHNYNARLCAERSVRLPFLDSQTGVAQSNCYIWMEKRHRGPGLASGQLYSYPARRWRKKRRAHPPEDPRLSFPSIKPDTDQTLKKEGLISQDGSSLEALLRTDPLEKRGAPDPRVDDDSLGEFPVTNSRARKRILEPDDFLDDLDDEDYEEDTPKRRGKGKSKGKGVGSARKKLDASILEDRDKPYACDICGKRYKNRPGLSYHYAHSHLAEEEGEDKEDSQPPTPVSQRSEEQKSKKGPDGLALPNNYCDFCLGDSKINKKTGQPEELVSCSDCGR.... Result: 0 (no interaction). (4) The miRNA is hsa-miR-20a-5p with sequence UAAAGUGCUUAUAGUGCAGGUAG. The protein sequence of the target gene is MENYFQAEAYNLDKVLDEFEQNEDETVSSTLLDTKWNKILDPPSHRLSFNPTLASVNESAVSNESQPQLKVFSLAHSAPLTTEEEDHCANGQDCNLNPEIATMWIDENAVAEDQLIKRNYSWDDQCSAVEVGEKKCGNLACLPDEKNVLVVAVMHNCDKRTLQNDLQDCNNYNSQSLMDAFSCSLDNENRQTDQFSFSINESTEKDMNSEKQMDPLNRPKTEGRSVNHLCPTSSDSLASVCSPSQLKDDGSIGRDPSMSAITSLTVDSVISSQGTDGCPAVKKQENYIPDEDLTGKISSP.... Result: 1 (interaction).